Predict the product of the given reaction. From a dataset of Forward reaction prediction with 1.9M reactions from USPTO patents (1976-2016). (1) Given the reactants [CH3:1][O:2][C:3]1[CH:4]=[C:5]([CH2:10][CH2:11][CH2:12]O)[CH:6]=[CH:7][C:8]=1[CH3:9].C1(P(C2C=CC=CC=2)C2C=CC=CC=2)C=CC=CC=1.[Br:33]N1C(=O)CCC1=O, predict the reaction product. The product is: [Br:33][CH2:12][CH2:11][CH2:10][C:5]1[CH:6]=[CH:7][C:8]([CH3:9])=[C:3]([O:2][CH3:1])[CH:4]=1. (2) Given the reactants C[O:2][C:3]([C:5]1[CH:6]=[CH:7][C:8]2[C@:14]3([CH2:23][CH3:24])[CH2:15][CH2:16][C@:17]([OH:22])([CH2:19][CH2:20][CH3:21])[CH2:18][C@@H:13]3[CH2:12][CH2:11][CH2:10][C:9]=2[CH:25]=1)=[O:4].[Li+].[OH-].Cl, predict the reaction product. The product is: [CH2:23]([C@@:14]12[CH2:15][CH2:16][C@:17]([OH:22])([CH2:19][CH2:20][CH3:21])[CH2:18][C@@H:13]1[CH2:12][CH2:11][CH2:10][C:9]1[CH:25]=[C:5]([C:3]([OH:4])=[O:2])[CH:6]=[CH:7][C:8]2=1)[CH3:24]. (3) Given the reactants [CH3:1][C:2]([CH3:7])=[CH:3][C:4]([OH:6])=[O:5].[Cl-].[Al+3].[Cl-].[Cl-].[CH:12]1[CH:17]=[CH:16][CH:15]=[CH:14][CH:13]=1, predict the reaction product. The product is: [CH3:1][C:2]([C:12]1[CH:17]=[CH:16][CH:15]=[CH:14][CH:13]=1)([CH3:7])[CH2:3][C:4]([OH:6])=[O:5]. (4) Given the reactants [CH:1]([C:3]1[CH:8]=[CH:7][C:6](B(O)O)=[CH:5][CH:4]=1)=[O:2].Br[C:13]1[N:18]=[CH:17][CH:16]=[CH:15][N:14]=1.C(=O)([O-])[O-].[Na+].[Na+], predict the reaction product. The product is: [N:14]1[CH:15]=[CH:16][CH:17]=[N:18][C:13]=1[C:6]1[CH:7]=[CH:8][C:3]([CH:1]=[O:2])=[CH:4][CH:5]=1. (5) Given the reactants [CH3:1][C:2]1[N:7]=[C:6]([C:8]2[NH:12][C:11]([CH2:13][C:14]3[CH:15]=[C:16]([CH:21]=[CH:22][CH:23]=3)[C:17]([O:19]C)=O)=[N:10][C:9]=2[C:24]2[CH:25]=[C:26]3[C:31](=[CH:32][CH:33]=2)[N:30]=[CH:29][CH:28]=[CH:27]3)[CH:5]=[CH:4][CH:3]=1.Cl.[NH2:35][OH:36], predict the reaction product. The product is: [OH:36][NH:35][C:17](=[O:19])[C:16]1[CH:21]=[CH:22][CH:23]=[C:14]([CH2:13][C:11]2[NH:12][C:8]([C:6]3[CH:5]=[CH:4][CH:3]=[C:2]([CH3:1])[N:7]=3)=[C:9]([C:24]3[CH:25]=[C:26]4[C:31](=[CH:32][CH:33]=3)[N:30]=[CH:29][CH:28]=[CH:27]4)[N:10]=2)[CH:15]=1. (6) Given the reactants [N:1]1(C(OC(C)(C)C)=O)[CH2:6][CH2:5][CH:4]([C:7]([O-:9])=O)[CH2:3][CH2:2]1.[NH2:17][CH:18]([CH3:28])[C:19]([C:21]1[CH:26]=[CH:25][C:24]([Cl:27])=[CH:23][CH:22]=1)=O, predict the reaction product. The product is: [Cl:27][C:24]1[CH:23]=[CH:22][C:21]([C:19]2[O:9][C:7]([CH:4]3[CH2:3][CH2:2][NH:1][CH2:6][CH2:5]3)=[N:17][C:18]=2[CH3:28])=[CH:26][CH:25]=1. (7) Given the reactants [N:1]12[CH2:9][CH2:8][CH:5]([CH2:6][CH2:7]1)[NH:4][C:3](=O)[CH2:2]2.[H-].[Al+3].[Li+].[H-].[H-].[H-].O, predict the reaction product. The product is: [N:1]12[CH2:9][CH2:8][CH:5]([CH2:6][CH2:7]1)[NH:4][CH2:3][CH2:2]2. (8) Given the reactants Br[C:2]1[N:7]2[CH:8]=[C:9]([CH2:11][N:12]([CH3:23])[CH:13]3[C:22]4[N:21]=[CH:20][CH:19]=[CH:18][C:17]=4[CH2:16][CH2:15][CH2:14]3)[N:10]=[C:6]2[CH:5]=[CH:4][CH:3]=1.C(=O)([O-])[O-].[K+].[K+].[CH3:30][N:31]([CH2:33][C:34]1[CH:39]=[CH:38][C:37](B2OC(C)(C)C(C)(C)O2)=[CH:36][CH:35]=1)[CH3:32], predict the reaction product. The product is: [CH3:30][N:31]([CH2:33][C:34]1[CH:39]=[CH:38][C:37]([C:2]2[N:7]3[CH:8]=[C:9]([CH2:11][N:12]([CH3:23])[CH:13]4[C:22]5[N:21]=[CH:20][CH:19]=[CH:18][C:17]=5[CH2:16][CH2:15][CH2:14]4)[N:10]=[C:6]3[CH:5]=[CH:4][CH:3]=2)=[CH:36][CH:35]=1)[CH3:32].